Dataset: Reaction yield outcomes from USPTO patents with 853,638 reactions. Task: Predict the reaction yield, written as a fraction of the theoretical maximum amount of product (1.0 means a 100% yield; for example, 0.34 means a 34% yield). (1) The reactants are [F:1][C:2]1[CH:3]=[C:4]2[C:8](=[CH:9][CH:10]=1)[NH:7][CH:6]=[C:5]2[CH2:11][C:12](C)([C:16](O)=O)[C:13]([OH:15])=[O:14]. The catalyst is BrC1C=CC=CC=1. The product is [F:1][C:2]1[CH:3]=[C:4]2[C:8](=[CH:9][CH:10]=1)[NH:7][CH:6]=[C:5]2[CH2:11][CH:12]([CH3:16])[C:13]([OH:15])=[O:14]. The yield is 0.860. (2) The reactants are [NH2:1][C:2]1[CH:3]=[C:4]2[C:8](=[CH:9][CH:10]=1)[N:7]([CH2:11][CH2:12][N:13]([CH2:16][CH3:17])[CH2:14][CH3:15])[CH:6]=[CH:5]2.[S:18]1[CH:22]=[C:21]([S:23](Cl)(=[O:25])=[O:24])[C:20]2[CH:27]=[CH:28][CH:29]=[CH:30][C:19]1=2. No catalyst specified. The product is [CH2:14]([N:13]([CH2:16][CH3:17])[CH2:12][CH2:11][N:7]1[C:8]2[C:4](=[CH:3][C:2]([NH:1][S:23]([C:21]3[C:20]4[CH:27]=[CH:28][CH:29]=[CH:30][C:19]=4[S:18][CH:22]=3)(=[O:24])=[O:25])=[CH:10][CH:9]=2)[CH:5]=[CH:6]1)[CH3:15]. The yield is 0.430.